Dataset: Forward reaction prediction with 1.9M reactions from USPTO patents (1976-2016). Task: Predict the product of the given reaction. (1) Given the reactants [CH3:1][O:2][C:3]1[CH:12]=[CH:11][C:10]2[C:5](=[CH:6][CH:7]=[C:8]([C:13]3[CH:18]=[CH:17][C:16]([O:19][CH3:20])=[CH:15][CH:14]=3)[CH:9]=2)[C:4]=1Br.[C:22]1([Mg]Br)[CH:27]=[CH:26][CH:25]=[CH:24][CH:23]=1.Cl, predict the reaction product. The product is: [CH3:1][O:2][C:3]1[CH:12]=[CH:11][C:10]2[C:5](=[CH:6][CH:7]=[C:8]([C:13]3[CH:18]=[CH:17][C:16]([O:19][CH3:20])=[CH:15][CH:14]=3)[CH:9]=2)[C:4]=1[C:22]1[CH:27]=[CH:26][CH:25]=[CH:24][CH:23]=1. (2) Given the reactants Cl[C:2]1[NH:16][C:5]2=[N:6][CH:7]=[C:8]([C:10]3[CH:15]=[CH:14][CH:13]=[CH:12][CH:11]=3)[N:9]=[C:4]2[N:3]=1.[NH:17]1[CH2:22][CH2:21][C:20]2([C:30]3[C:25](=[CH:26][CH:27]=[CH:28][CH:29]=3)[C:24](=[O:31])[O:23]2)[CH2:19][CH2:18]1, predict the reaction product. The product is: [C:10]1([C:8]2[N:9]=[C:4]3[N:3]=[C:2]([N:17]4[CH2:22][CH2:21][C:20]5([C:30]6[C:25](=[CH:26][CH:27]=[CH:28][CH:29]=6)[C:24](=[O:31])[O:23]5)[CH2:19][CH2:18]4)[NH:16][C:5]3=[N:6][CH:7]=2)[CH:15]=[CH:14][CH:13]=[CH:12][CH:11]=1. (3) Given the reactants ON1C2C=CC=CC=2N=N1.C(N(CC)CC)C.F[P-](F)(F)(F)(F)F.N1(OC(N(C)C)=[N+](C)C)C2C=CC=CC=2N=N1.[C:42]([NH:50][NH2:51])(=[O:49])[C:43]1[CH:48]=[CH:47][CH:46]=[CH:45][CH:44]=1.[C:52]([O:56][C:57]([N:59]1[CH2:63][CH2:62][CH2:61][C@H:60]1[C:64](O)=[O:65])=[O:58])([CH3:55])([CH3:54])[CH3:53], predict the reaction product. The product is: [C:52]([O:56][C:57]([N:59]1[CH2:63][CH2:62][CH2:61][C@H:60]1[C:64]([NH:51][NH:50][C:42](=[O:49])[C:43]1[CH:48]=[CH:47][CH:46]=[CH:45][CH:44]=1)=[O:65])=[O:58])([CH3:55])([CH3:54])[CH3:53]. (4) Given the reactants [CH3:1][C:2]1([CH3:16])[C:10]2[C:5](=[CH:6][CH:7]=[CH:8][CH:9]=2)[N:4]=[C:3]1[C:11]([O:13][CH2:14][CH3:15])=[O:12], predict the reaction product. The product is: [CH3:1][C:2]1([CH3:16])[C:10]2[C:5](=[CH:6][CH:7]=[CH:8][CH:9]=2)[NH:4][CH:3]1[C:11]([O:13][CH2:14][CH3:15])=[O:12]. (5) The product is: [CH2:40]([CH:17]([CH2:16][CH3:15])[C:18]([NH:20][C@@H:21]1[C@H:28]2[C@H:24]([CH2:25][N:26]([CH2:29][C:30]3[CH:35]=[CH:34][CH:33]=[C:32]([C:36]([F:39])([F:37])[F:38])[CH:31]=3)[CH2:27]2)[CH2:23][CH2:22]1)=[O:19])[CH3:41]. Given the reactants C1(C2(C(O)=O)CCCC2)C=CC=CC=1.[CH3:15][CH:16](C)[CH:17]([C:40]1C=CC=C[CH:41]=1)[C:18]([NH:20][C@@H:21]1[C@H:28]2[C@H:24]([CH2:25][N:26]([CH2:29][C:30]3[CH:35]=[CH:34][CH:33]=[C:32]([C:36]([F:39])([F:38])[F:37])[CH:31]=3)[CH2:27]2)[CH2:23][CH2:22]1)=[O:19].C(N1C[C@H]2C(N)CC[C@H]2C1)C1C=CC=CC=1, predict the reaction product. (6) Given the reactants C(Cl)(=O)C(Cl)=O.C(Cl)Cl.[C:10]([OH:29])(=O)[CH2:11][CH2:12][CH2:13][CH2:14][CH2:15][CH2:16][CH2:17]/[CH:18]=[CH:19]\[CH2:20][CH2:21][CH2:22][CH2:23][CH2:24][CH2:25][CH2:26][CH3:27].[CH2:30]([NH:32][CH2:33][CH3:34])[CH3:31], predict the reaction product. The product is: [CH2:30]([N:32]([CH2:33][CH3:34])[C:10](=[O:29])[CH2:11][CH2:12][CH2:13][CH2:14][CH2:15][CH2:16][CH2:17]/[CH:18]=[CH:19]\[CH2:20][CH2:21][CH2:22][CH2:23][CH2:24][CH2:25][CH2:26][CH3:27])[CH3:31].